This data is from Forward reaction prediction with 1.9M reactions from USPTO patents (1976-2016). The task is: Predict the product of the given reaction. Given the reactants [CH3:1][O:2][C:3]1[C:8]([O:9][CH3:10])=[CH:7][CH:6]=[CH:5][C:4]=1[C@@H:11]1[C:17]2[CH:18]=[C:19]([C:22]([F:25])([F:24])[F:23])[CH:20]=[CH:21][C:16]=2[N:15]2[C:26]([C:29]([F:32])([F:31])[F:30])=[N:27][N:28]=[C:14]2[C@@H:13]([CH2:33][C:34]([O:36]C)=[O:35])[S:12]1.Cl, predict the reaction product. The product is: [CH3:1][O:2][C:3]1[C:8]([O:9][CH3:10])=[CH:7][CH:6]=[CH:5][C:4]=1[C@@H:11]1[C:17]2[CH:18]=[C:19]([C:22]([F:23])([F:24])[F:25])[CH:20]=[CH:21][C:16]=2[N:15]2[C:26]([C:29]([F:32])([F:31])[F:30])=[N:27][N:28]=[C:14]2[C@@H:13]([CH2:33][C:34]([OH:36])=[O:35])[S:12]1.